Dataset: Full USPTO retrosynthesis dataset with 1.9M reactions from patents (1976-2016). Task: Predict the reactants needed to synthesize the given product. The reactants are: C(O[C:4]([C:6]1([CH2:12][CH2:13]OC)[CH2:11][CH2:10][NH:9][CH2:8][CH2:7]1)=[O:5])C.[F:16][C:17]([F:30])([F:29])[O:18][C:19]1[CH:24]=[CH:23][CH:22]=[CH:21][C:20]=1[S:25](Cl)(=[O:27])=[O:26].[NH2:31][C:32]1[CH:37]=[CH:36][C:35]([O:38][S:39]([CH:42]2[CH2:44][CH2:43]2)(=[O:41])=[O:40])=[CH:34][CH:33]=1. Given the product [O:5]=[C:4]1[C:6]2([CH2:7][CH2:8][N:9]([S:25]([C:20]3[CH:21]=[CH:22][CH:23]=[CH:24][C:19]=3[O:18][C:17]([F:30])([F:29])[F:16])(=[O:27])=[O:26])[CH2:10][CH2:11]2)[CH2:12][CH2:13][N:31]1[C:32]1[CH:37]=[CH:36][C:35]([O:38][S:39]([CH:42]2[CH2:44][CH2:43]2)(=[O:41])=[O:40])=[CH:34][CH:33]=1, predict the reactants needed to synthesize it.